From a dataset of Full USPTO retrosynthesis dataset with 1.9M reactions from patents (1976-2016). Predict the reactants needed to synthesize the given product. (1) Given the product [CH3:25][N:26]([CH3:31])[CH:27]([CH3:30])[CH2:28][NH:29][C:3]([C:5]1[C:18]2[C:9](=[N:10][C:11]3[C:16]([N:17]=2)=[C:15]2[CH:19]=[CH:20][CH:21]=[C:22]([O:23][CH3:24])[C:14]2=[CH:13][CH:12]=3)[CH:8]=[CH:7][CH:6]=1)=[O:4], predict the reactants needed to synthesize it. The reactants are: CO[C:3]([C:5]1[C:18]2[C:9](=[N:10][C:11]3[C:16]([N:17]=2)=[C:15]2[CH:19]=[CH:20][CH:21]=[C:22]([O:23][CH3:24])[C:14]2=[CH:13][CH:12]=3)[CH:8]=[CH:7][CH:6]=1)=[O:4].[CH3:25][N:26]([CH3:31])[CH:27]([CH3:30])[CH2:28][NH2:29]. (2) The reactants are: Cl[C:2]1[NH:6][C:5]2[CH:7]=[CH:8][CH:9]=[CH:10][C:4]=2[N:3]=1.[Br:11][C:12]1[CH:17]=[CH:16][C:15]([OH:18])=[CH:14][CH:13]=1.C(N(CC)CC)C. Given the product [Br:11][C:12]1[CH:17]=[CH:16][C:15]([O:18][C:2]2[NH:6][C:5]3[CH:7]=[CH:8][CH:9]=[CH:10][C:4]=3[N:3]=2)=[CH:14][CH:13]=1, predict the reactants needed to synthesize it. (3) Given the product [F:29][C:30]([F:45])([F:44])[C:31]1[CH:32]=[C:33]([C:34]([N:8]2[CH2:13][CH2:12][C@H:11]([N:23]3[CH2:28][CH2:27][S:26][CH2:25][CH2:24]3)[C@H:10]([C:15]3[CH:20]=[CH:19][C:18]([Cl:21])=[C:17]([Cl:22])[CH:16]=3)[CH2:9]2)=[O:35])[CH:37]=[C:38]([C:40]([F:43])([F:42])[F:41])[CH:39]=1, predict the reactants needed to synthesize it. The reactants are: C([N:8]1[CH2:13][CH2:12][C:11](=O)[CH:10]([C:15]2[CH:20]=[CH:19][C:18]([Cl:21])=[C:17]([Cl:22])[CH:16]=2)[CH2:9]1)C1C=CC=CC=1.[NH:23]1[CH2:28][CH2:27][S:26][CH2:25][CH2:24]1.[F:29][C:30]([F:45])([F:44])[C:31]1[CH:32]=[C:33]([CH:37]=[C:38]([C:40]([F:43])([F:42])[F:41])[CH:39]=1)[C:34](Cl)=[O:35]. (4) Given the product [CH:1]([C:4]1[C:5]([O:25][CH3:26])=[CH:6][C:7]([O:23][CH3:24])=[C:8]([C:9]2[N:11]([C:12]3[CH:13]=[C:14]4[C:18](=[CH:19][CH:20]=3)[N:17]([CH3:21])[CH:16]=[CH:15]4)[C:45]([NH:44][C:41]3[CH:42]=[CH:43][CH:38]=[CH:39][CH:40]=3)=[N:27][N:28]=2)[CH:22]=1)([CH3:3])[CH3:2], predict the reactants needed to synthesize it. The reactants are: [CH:1]([C:4]1[C:5]([O:25][CH3:26])=[CH:6][C:7]([O:23][CH3:24])=[C:8]([CH:22]=1)[C:9]([NH:11][C:12]1[CH:13]=[C:14]2[C:18](=[CH:19][CH:20]=1)[N:17]([CH3:21])[CH:16]=[CH:15]2)=S)([CH3:3])[CH3:2].[NH2:27][NH2:28].C(N(C(C)C)CC)(C)C.[CH:38]1[CH:43]=[CH:42][C:41]([N:44]=[C:45](Cl)Cl)=[CH:40][CH:39]=1. (5) Given the product [F:1][C:2]1[CH:7]=[CH:6][C:5]2[C:8]3([CH2:36][O:37][C:4]=2[CH:3]=1)[CH2:13][CH2:12][N:11]([C:14]([C:16]1[CH:17]=[N:18][C:19]2[N:20]([N:30]=[CH:31][C:32]=2[C:33]([NH:43][S:40]([CH2:38][CH3:39])(=[O:42])=[O:41])=[O:34])[C:21]=1[NH:22][C:23]1[CH:28]=[CH:27][CH:26]=[C:25]([CH3:29])[CH:24]=1)=[O:15])[CH2:10][CH2:9]3, predict the reactants needed to synthesize it. The reactants are: [F:1][C:2]1[CH:7]=[CH:6][C:5]2[C:8]3([CH2:36][O:37][C:4]=2[CH:3]=1)[CH2:13][CH2:12][N:11]([C:14]([C:16]1[CH:17]=[N:18][C:19]2[N:20]([N:30]=[CH:31][C:32]=2[C:33](O)=[O:34])[C:21]=1[NH:22][C:23]1[CH:28]=[CH:27][CH:26]=[C:25]([CH3:29])[CH:24]=1)=[O:15])[CH2:10][CH2:9]3.[CH2:38]([S:40]([NH2:43])(=[O:42])=[O:41])[CH3:39].